From a dataset of Reaction yield outcomes from USPTO patents with 853,638 reactions. Predict the reaction yield, written as a fraction of the theoretical maximum amount of product (1.0 means a 100% yield; for example, 0.34 means a 34% yield). (1) The reactants are [F:1][C:2]([F:12])([F:11])[C:3]1[CH:8]=[CH:7][C:6]([NH:9][NH2:10])=[CH:5][CH:4]=1.[CH3:13][C:14]([CH3:21])([CH3:20])[C:15](=O)[CH2:16][C:17]#[N:18]. No catalyst specified. The product is [C:14]([C:15]1[CH:16]=[C:17]([NH2:18])[N:9]([C:6]2[CH:5]=[CH:4][C:3]([C:2]([F:11])([F:12])[F:1])=[CH:8][CH:7]=2)[N:10]=1)([CH3:21])([CH3:20])[CH3:13]. The yield is 0.600. (2) The reactants are FC(F)(F)C(O)=O.[Cl:8][C:9]1[CH:14]=[C:13]2[NH:15][C:16](=[O:37])[C:17]3([CH:21]([C:22]4[CH:27]=[CH:26][CH:25]=[C:24]([Cl:28])[CH:23]=4)[CH:20]([C:29](O)=[O:30])[NH:19][CH:18]3[CH2:32][C:33]([CH3:36])([CH3:35])[CH3:34])[C:12]2=[CH:11][CH:10]=1.C(N(C(C)C)CC)(C)C.C1(P(Cl)(C2C=CC=CC=2)=O)C=CC=CC=1.[NH2:62][C:63]1[CH:70]=[CH:69][C:66]([C:67]#[N:68])=[CH:65][CH:64]=1. No catalyst specified. The product is [C:67]([C:66]1[CH:69]=[CH:70][C:63]([NH:62][C:29]([CH:20]2[NH:19][CH:18]([CH2:32][C:33]([CH3:34])([CH3:35])[CH3:36])[C:17]3([C:12]4[C:13](=[CH:14][C:9]([Cl:8])=[CH:10][CH:11]=4)[NH:15][C:16]3=[O:37])[CH:21]2[C:22]2[CH:27]=[CH:26][CH:25]=[C:24]([Cl:28])[CH:23]=2)=[O:30])=[CH:64][CH:65]=1)#[N:68]. The yield is 0.540. (3) The reactants are [Br:1][C:2]1[CH:3]=[N:4][CH:5]=[C:6]([F:9])[C:7]=1[Cl:8].Cl. The catalyst is CCCCC. The product is [ClH:8].[Br:1][C:2]1[CH:3]=[N:4][CH:5]=[C:6]([F:9])[C:7]=1[Cl:8]. The yield is 0.600. (4) The reactants are Br.[CH2:2]([O:4][C:5](=[O:13])[CH2:6][N:7]1[CH:11]=[CH:10][S:9][C:8]1=[NH:12])[CH3:3].[C:14]12([C:24](O)=[O:25])[CH2:23][CH:18]3[CH2:19][CH:20]([CH2:22][CH:16]([CH2:17]3)[CH2:15]1)[CH2:21]2.F[P-](F)(F)(F)(F)F.N1(OC(N(C)C)=[N+](C)C)C2N=CC=CC=2N=N1.C(N(C(C)C)CC)(C)C. The catalyst is C1COCC1.C(OCC)(=O)C. The product is [CH2:2]([O:4][C:5](=[O:13])[CH2:6][N:7]1[CH:11]=[CH:10][S:9]/[C:8]/1=[N:12]\[C:24]([C:14]12[CH2:23][CH:18]3[CH2:17][CH:16]([CH2:22][CH:20]([CH2:19]3)[CH2:21]1)[CH2:15]2)=[O:25])[CH3:3]. The yield is 0.810.